Dataset: Full USPTO retrosynthesis dataset with 1.9M reactions from patents (1976-2016). Task: Predict the reactants needed to synthesize the given product. (1) Given the product [NH2:28][C:23]1[CH:24]=[CH:25][CH:26]=[CH:27][C:22]=1[CH2:21][NH:20][C:12]1[C:13]2[C:18]([CH3:19])=[N:17][CH:16]=[N:15][C:14]=2[N:9]([O:8][CH2:1][C:2]2[CH:3]=[CH:4][CH:5]=[CH:6][CH:7]=2)[C:10](=[O:31])[CH:11]=1, predict the reactants needed to synthesize it. The reactants are: [CH2:1]([O:8][N:9]1[C:14]2[N:15]=[CH:16][N:17]=[C:18]([CH3:19])[C:13]=2[C:12]([NH:20][CH2:21][C:22]2[CH:27]=[CH:26][CH:25]=[CH:24][C:23]=2[N+:28]([O-])=O)=[CH:11][C:10]1=[O:31])[C:2]1[CH:7]=[CH:6][CH:5]=[CH:4][CH:3]=1.[Cl-].[NH4+].C(Cl)(Cl)Cl.C(=O)(O)[O-].[Na+]. (2) Given the product [CH2:1]([C:5]1[C:9]([C:10]([F:13])([F:12])[F:11])=[C:8]([C:14]([F:23])=[O:16])[O:7][N:6]=1)[CH:2]([CH3:4])[CH3:3], predict the reactants needed to synthesize it. The reactants are: [CH2:1]([C:5]1[C:9]([C:10]([F:13])([F:12])[F:11])=[C:8]([C:14]([OH:16])=O)[O:7][N:6]=1)[CH:2]([CH3:4])[CH3:3].N1C=CC=CC=1.[F:23]C1N=C(F)N=C(F)N=1. (3) Given the product [Cl:30][C:27]1[CH:26]=[CH:25][C:24]([CH:9]2[C:8]3[NH:4][C:5]([C:39]4[C:34]([O:33][CH3:32])=[N:35][CH:36]=[CH:37][CH:38]=4)=[N:6][C:7]=3[C:11](=[O:12])[N:10]2[C:13]2[N:18]=[C:17]3[N:19]([CH3:22])[N:20]=[N:21][C:16]3=[C:15]([CH3:23])[CH:14]=2)=[CH:29][CH:28]=1, predict the reactants needed to synthesize it. The reactants are: C([N:4]1[C:8]2[CH:9]([C:24]3[CH:29]=[CH:28][C:27]([Cl:30])=[CH:26][CH:25]=3)[N:10]([C:13]3[N:18]=[C:17]4[N:19]([CH3:22])[N:20]=[N:21][C:16]4=[C:15]([CH3:23])[CH:14]=3)[C:11](=[O:12])[C:7]=2[N:6]=[C:5]1Br)C=C.[CH3:32][O:33][C:34]1[C:39](B(O)O)=[CH:38][CH:37]=[CH:36][N:35]=1. (4) Given the product [CH3:1][O:2][C:3]1[CH:4]=[CH:5][C:6]2[N:11]([C:20]([O:22][CH2:23][C:24]3[CH:29]=[CH:28][CH:27]=[CH:26][CH:25]=3)=[O:21])[CH2:10][C:9](=[O:12])[NH:8][C:7]=2[N:13]=1, predict the reactants needed to synthesize it. The reactants are: [CH3:1][O:2][C:3]1[CH:4]=[CH:5][C:6]2[NH:11][CH2:10][C:9](=[O:12])[NH:8][C:7]=2[N:13]=1.C([O-])(O)=O.[Na+].Cl[C:20]([O:22][CH2:23][C:24]1[CH:29]=[CH:28][CH:27]=[CH:26][CH:25]=1)=[O:21]. (5) Given the product [F:1][C:2]1[CH:3]=[C:4]([NH:9][C:10]([C:12]2[CH:13]=[C:14]([S:18](=[O:20])(=[O:19])[NH:27][C:24]([CH3:26])([CH3:25])[C:23]([F:29])([F:28])[F:22])[S:15][C:16]=2[CH3:17])=[O:11])[CH:5]=[CH:6][C:7]=1[F:8], predict the reactants needed to synthesize it. The reactants are: [F:1][C:2]1[CH:3]=[C:4]([NH:9][C:10]([C:12]2[CH:13]=[C:14]([S:18](Cl)(=[O:20])=[O:19])[S:15][C:16]=2[CH3:17])=[O:11])[CH:5]=[CH:6][C:7]=1[F:8].[F:22][C:23]([F:29])([F:28])[C:24]([NH2:27])([CH3:26])[CH3:25].